This data is from Peptide-MHC class I binding affinity with 185,985 pairs from IEDB/IMGT. The task is: Regression. Given a peptide amino acid sequence and an MHC pseudo amino acid sequence, predict their binding affinity value. This is MHC class I binding data. (1) The peptide sequence is WVIDTLNGI. The MHC is HLA-B27:03 with pseudo-sequence HLA-B27:03. The binding affinity (normalized) is 0.0847. (2) The peptide sequence is FQNVNQWIM. The MHC is H-2-Kb with pseudo-sequence H-2-Kb. The binding affinity (normalized) is 0.194. (3) The peptide sequence is GPGHKARVL. The MHC is HLA-B57:01 with pseudo-sequence HLA-B57:01. The binding affinity (normalized) is 0. (4) The peptide sequence is EEQAVDICKA. The MHC is Mamu-A11 with pseudo-sequence Mamu-A11. The binding affinity (normalized) is 0.263. (5) The peptide sequence is CLWLLTLGL. The MHC is HLA-B07:02 with pseudo-sequence HLA-B07:02. The binding affinity (normalized) is 0.0847. (6) The peptide sequence is TAYCPLQHW. The MHC is HLA-A24:03 with pseudo-sequence HLA-A24:03. The binding affinity (normalized) is 0.0847. (7) The peptide sequence is GMIPFFDFA. The MHC is HLA-A29:02 with pseudo-sequence HLA-A29:02. The binding affinity (normalized) is 0.0847. (8) The peptide sequence is LLLVVQALR. The MHC is HLA-A02:03 with pseudo-sequence HLA-A02:03. The binding affinity (normalized) is 0.0339. (9) The peptide sequence is FHFKYAAAF. The MHC is Mamu-A2201 with pseudo-sequence Mamu-A2201. The binding affinity (normalized) is 0.255. (10) The peptide sequence is HAKSQCRPS. The MHC is HLA-A30:01 with pseudo-sequence HLA-A30:01. The binding affinity (normalized) is 0.376.